From a dataset of Catalyst prediction with 721,799 reactions and 888 catalyst types from USPTO. Predict which catalyst facilitates the given reaction. Reactant: [C:1]([O:5][C:6](=[O:16])[NH:7][CH:8]1[CH2:14][CH2:13][CH2:12][NH:11][CH2:10][CH:9]1[OH:15])([CH3:4])([CH3:3])[CH3:2].C(N(CC)CC)C.[N:24]1[CH:29]=[CH:28][CH:27]=[CH:26][C:25]=1[S:30](Cl)(=[O:32])=[O:31]. Product: [C:1]([O:5][C:6](=[O:16])[NH:7][CH:8]1[CH2:14][CH2:13][CH2:12][N:11]([S:30]([C:25]2[CH:26]=[CH:27][CH:28]=[CH:29][N:24]=2)(=[O:32])=[O:31])[CH2:10][CH:9]1[OH:15])([CH3:4])([CH3:2])[CH3:3]. The catalyst class is: 2.